Dataset: Reaction yield outcomes from USPTO patents with 853,638 reactions. Task: Predict the reaction yield, written as a fraction of the theoretical maximum amount of product (1.0 means a 100% yield; for example, 0.34 means a 34% yield). (1) The reactants are [CH3:1][C:2]1([C:7]2[CH:12]=[CH:11][C:10]([N+:13]([O-])=O)=[CH:9][CH:8]=2)[O:6][CH2:5][CH2:4][O:3]1. The catalyst is C1C=CC=CC=1.O.[Fe]. The product is [CH3:1][C:2]1([C:7]2[CH:12]=[CH:11][C:10]([NH2:13])=[CH:9][CH:8]=2)[O:3][CH2:4][CH2:5][O:6]1. The yield is 0.700. (2) The catalyst is O1CCOCC1. The product is [C:26]([N:23]1[CH2:22][CH2:21][CH:20]([N:10]([C:11]([CH:13]2[CH2:14][CH2:15][CH:16]([CH3:19])[CH2:17][CH2:18]2)=[O:12])[C:9]2[CH:8]=[C:7]([C:29]3[CH:30]=[CH:31][CH:32]=[CH:33][CH:34]=3)[S:6][C:5]=2[C:3]([OH:4])=[O:2])[CH2:25][CH2:24]1)(=[O:28])[CH3:27]. The yield is 0.560. The reactants are C[O:2][C:3]([C:5]1[S:6][C:7]([C:29]2[CH:34]=[CH:33][CH:32]=[CH:31][CH:30]=2)=[CH:8][C:9]=1[N:10]([CH:20]1[CH2:25][CH2:24][N:23]([C:26](=[O:28])[CH3:27])[CH2:22][CH2:21]1)[C:11]([CH:13]1[CH2:18][CH2:17][CH:16]([CH3:19])[CH2:15][CH2:14]1)=[O:12])=[O:4].O.[Li+].[OH-].